The task is: Predict the reaction yield, written as a fraction of the theoretical maximum amount of product (1.0 means a 100% yield; for example, 0.34 means a 34% yield).. This data is from Reaction yield outcomes from USPTO patents with 853,638 reactions. (1) The reactants are [CH3:1][O:2][C:3]1[C:8]2[O:9][CH2:10][O:11][C:7]=2[CH:6]=[C:5]([CH2:12]O)[CH:4]=1.C([O-])(O)=O.[Na+].O=S(Cl)[Cl:21]. No catalyst specified. The product is [Cl:21][CH2:12][C:5]1[CH:4]=[C:3]([O:2][CH3:1])[C:8]2[O:9][CH2:10][O:11][C:7]=2[CH:6]=1. The yield is 0.940. (2) The reactants are [CH3:1][S:2]([N:5]1[CH2:9][CH2:8][C@H:7]([NH:10][C:11]2[CH:16]=[CH:15][C:14]([N+:17]([O-])=O)=[CH:13][CH:12]=2)[CH2:6]1)(=[O:4])=[O:3].[Cl-].[NH4+]. The catalyst is C1COCC1.O.[Fe]. The product is [CH3:1][S:2]([N:5]1[CH2:9][CH2:8][C@H:7]([NH:10][C:11]2[CH:16]=[CH:15][C:14]([NH2:17])=[CH:13][CH:12]=2)[CH2:6]1)(=[O:4])=[O:3]. The yield is 0.807. (3) The reactants are [Li+].[B-](CC)(CC)CC.[Cl:9][C:10]1[CH:27]=[CH:26][C:13]2[N:14]([C:19]([O:21][C:22]([CH3:25])([CH3:24])[CH3:23])=[O:20])[C:15](=[O:18])[CH2:16][O:17][C:12]=2[CH:11]=1.C([O-])([O-])=O.[Na+].[Na+].OO. The catalyst is C1COCC1. The product is [Cl:9][C:10]1[CH:27]=[CH:26][C:13]2[N:14]([C:19]([O:21][C:22]([CH3:23])([CH3:24])[CH3:25])=[O:20])[CH:15]([OH:18])[CH2:16][O:17][C:12]=2[CH:11]=1. The yield is 1.01. (4) The reactants are [NH2:1][C:2]1[S:3][CH:4]=[CH:5][C:6]=1[CH:7]=O.[C:9](#[N:13])[CH2:10][C:11]#[N:12]. The catalyst is C(O)C.N1CCCCC1. The product is [NH2:13][C:9]1[N:1]=[C:2]2[S:3][CH:4]=[CH:5][C:6]2=[CH:7][C:10]=1[C:11]#[N:12]. The yield is 0.960. (5) The reactants are [CH3:1][C:2]1[N:12]=[C:11]2[N:6]([CH2:7][CH2:8][CH2:9][CH:10]2[OH:13])[C:4](=[O:5])[C:3]=1[CH2:14][CH2:15][N:16]1[CH2:21][CH2:20][CH:19]([C:22]2[C:23]3[CH:24]=[CH:25][C:26]([F:31])=[CH:27][C:28]=3[O:29][N:30]=2)[CH2:18][CH2:17]1.[C:32]([OH:51])(=[O:50])[CH2:33][CH2:34][CH2:35][CH2:36][CH2:37][CH2:38][CH2:39][CH2:40][CH2:41][CH2:42][CH2:43][CH2:44][CH2:45][CH2:46][CH2:47][CH2:48][CH3:49].C(N(CC)CC)C.C(Cl)(=O)C1C=CC=CC=1. The catalyst is CN(C)C1C=CN=CC=1.O.O1CCCC1. The product is [CH3:1][C:2]1[N:12]=[C:11]2[N:6]([CH2:7][CH2:8][CH2:9][CH:10]2[OH:13])[C:4](=[O:5])[C:3]=1[CH2:14][CH2:15][N:16]1[CH2:21][CH2:20][CH:19]([C:22]2[C:23]3[CH:24]=[CH:25][C:26]([F:31])=[CH:27][C:28]=3[O:29][N:30]=2)[CH2:18][CH2:17]1.[C:32]([O-:51])(=[O:50])[CH2:33][CH2:34][CH2:35][CH2:36][CH2:37][CH2:38][CH2:39][CH2:40][CH2:41][CH2:42][CH2:43][CH2:44][CH2:45][CH2:46][CH2:47][CH2:48][CH3:49]. The yield is 0.960. (6) The reactants are Cl[C:2]1[CH:7]=[CH:6][C:5]([N+:8]([O-:10])=[O:9])=[CH:4][N:3]=1.[CH3:11][N:12]1[CH2:17][CH2:16][NH:15][CH2:14][CH2:13]1.C(=O)([O-])[O-].[K+].[K+].O. The catalyst is CN(C=O)C. The product is [CH3:11][N:12]1[CH2:17][CH2:16][N:15]([C:2]2[CH:7]=[CH:6][C:5]([N+:8]([O-:10])=[O:9])=[CH:4][N:3]=2)[CH2:14][CH2:13]1. The yield is 0.900.